Task: Predict the reactants needed to synthesize the given product.. Dataset: Full USPTO retrosynthesis dataset with 1.9M reactions from patents (1976-2016) (1) Given the product [C:28]([NH:1][CH2:2][CH2:3][C:4]1[C:12]2[C:7](=[CH:8][C:9]([F:15])=[C:10]([O:13][CH3:14])[CH:11]=2)[NH:6][C:5]=1[C:16]([OH:18])=[O:17])(=[O:30])[CH3:29], predict the reactants needed to synthesize it. The reactants are: [NH2:1][CH2:2][CH2:3][C:4]1[C:12]2[C:7](=[CH:8][C:9]([F:15])=[C:10]([O:13][CH3:14])[CH:11]=2)[NH:6][C:5]=1[C:16]([OH:18])=[O:17].C(N(C(C)C)CC)(C)C.[C:28](OC(=O)C)(=[O:30])[CH3:29].[OH-].[Na+].Cl. (2) Given the product [I:1][C:2]1[N:6]([CH2:15][C:16]([F:19])([F:18])[F:17])[CH:5]=[N:4][CH:3]=1, predict the reactants needed to synthesize it. The reactants are: [I:1][C:2]1[NH:6][CH:5]=[N:4][CH:3]=1.[H-].[Na+].FC(F)(F)S(O[CH2:15][C:16]([F:19])([F:18])[F:17])(=O)=O. (3) Given the product [Cl:1][CH2:2][C:3]1[N:7]([CH3:8])[N:6]=[N:5][N:4]=1.[Cl:1][CH2:2][C:3]1[N:4]=[N:5][N:6]([CH3:14])[N:7]=1, predict the reactants needed to synthesize it. The reactants are: [Cl:1][CH2:2][C:3]1[NH:7][N:6]=[N:5][N:4]=1.[C:8]([O-])([O-])=O.[K+].[K+].[CH3:14]I.O.